Task: Binary Classification. Given a T-cell receptor sequence (or CDR3 region) and an epitope sequence, predict whether binding occurs between them.. Dataset: TCR-epitope binding with 47,182 pairs between 192 epitopes and 23,139 TCRs (1) The epitope is KRWIILGLNK. The TCR CDR3 sequence is CASSLRGLASTSSYNEQFF. Result: 1 (the TCR binds to the epitope). (2) The epitope is QVPLRPMTYK. The TCR CDR3 sequence is CAISDFDRAGTQYF. Result: 1 (the TCR binds to the epitope). (3) The epitope is HTTDPSFLGRY. The TCR CDR3 sequence is CASSLADRGYEQYF. Result: 1 (the TCR binds to the epitope). (4) The epitope is ILKEPVHGV. The TCR CDR3 sequence is CASRTALAGGLRGSYNEQFF. Result: 0 (the TCR does not bind to the epitope).